Dataset: Full USPTO retrosynthesis dataset with 1.9M reactions from patents (1976-2016). Task: Predict the reactants needed to synthesize the given product. Given the product [Br:1][C:2]1[C:7]([O:8][CH2:19][CH:20]2[CH2:21][O:22]2)=[CH:6][CH:5]=[CH:4][N:3]=1, predict the reactants needed to synthesize it. The reactants are: [Br:1][C:2]1[C:7]([OH:8])=[CH:6][CH:5]=[CH:4][N:3]=1.C(=O)([O-])[O-].[K+].[K+].S(C1C=CC(C)=CC=1)(O[CH2:19][C@H:20]1[O:22][CH2:21]1)(=O)=O.